Dataset: Reaction yield outcomes from USPTO patents with 853,638 reactions. Task: Predict the reaction yield, written as a fraction of the theoretical maximum amount of product (1.0 means a 100% yield; for example, 0.34 means a 34% yield). The reactants are [Na].[N:2]1([C:8]([NH2:10])=[NH:9])[CH2:7][CH2:6][CH2:5][CH2:4][CH2:3]1.[C:11]([O:15][C:16]([N:18]1[CH2:23][CH2:22][CH:21]([C:24](=O)[CH2:25][C:26](OCC)=[O:27])[CH2:20][CH2:19]1)=[O:17])([CH3:14])([CH3:13])[CH3:12]. The catalyst is C(O)C. The product is [C:11]([O:15][C:16]([N:18]1[CH2:19][CH2:20][CH:21]([C:24]2[CH:25]=[C:26]([OH:27])[N:10]=[C:8]([N:2]3[CH2:7][CH2:6][CH2:5][CH2:4][CH2:3]3)[N:9]=2)[CH2:22][CH2:23]1)=[O:17])([CH3:14])([CH3:13])[CH3:12]. The yield is 0.490.